This data is from Peptide-MHC class I binding affinity with 185,985 pairs from IEDB/IMGT. The task is: Regression. Given a peptide amino acid sequence and an MHC pseudo amino acid sequence, predict their binding affinity value. This is MHC class I binding data. (1) The peptide sequence is MTVQGGETM. The MHC is HLA-B51:01 with pseudo-sequence HLA-B51:01. The binding affinity (normalized) is 0. (2) The peptide sequence is FTARIIIFS. The MHC is HLA-B15:01 with pseudo-sequence HLA-B15:01. The binding affinity (normalized) is 0.0847. (3) The peptide sequence is NPIINTHSF. The MHC is HLA-B35:01 with pseudo-sequence HLA-B35:01. The binding affinity (normalized) is 1.00. (4) The peptide sequence is AQKLATKPV. The MHC is HLA-B46:01 with pseudo-sequence HLA-B46:01. The binding affinity (normalized) is 0.0847. (5) The peptide sequence is LPTSIVVPI. The MHC is HLA-B54:01 with pseudo-sequence HLA-B54:01. The binding affinity (normalized) is 0.734.